From a dataset of Reaction yield outcomes from USPTO patents with 853,638 reactions. Predict the reaction yield, written as a fraction of the theoretical maximum amount of product (1.0 means a 100% yield; for example, 0.34 means a 34% yield). The reactants are Br[C:2]1[CH:7]=[CH:6][C:5]([CH2:8][C@@H:9]([NH:14][C:15]([O:17][C:18]([CH3:21])([CH3:20])[CH3:19])=[O:16])[CH2:10][C:11]([OH:13])=[O:12])=[CH:4][CH:3]=1.[Cl:22][C:23]1[CH:24]=[CH:25][C:26]([F:32])=[C:27](B(O)O)[CH:28]=1.C([O-])([O-])=O.[Na+].[Na+].C1COCC1. The catalyst is O.Cl[Pd](Cl)([P](C1C=CC=CC=1)(C1C=CC=CC=1)C1C=CC=CC=1)[P](C1C=CC=CC=1)(C1C=CC=CC=1)C1C=CC=CC=1. The product is [C:18]([O:17][C:15]([NH:14][C@H:9]([CH2:8][C:5]1[CH:6]=[CH:7][C:2]([C:25]2[CH:24]=[C:23]([Cl:22])[CH:28]=[CH:27][C:26]=2[F:32])=[CH:3][CH:4]=1)[CH2:10][C:11]([OH:13])=[O:12])=[O:16])([CH3:21])([CH3:20])[CH3:19]. The yield is 0.940.